The task is: Predict which catalyst facilitates the given reaction.. This data is from Catalyst prediction with 721,799 reactions and 888 catalyst types from USPTO. (1) Reactant: [OH:1][C:2]1[CH:10]=[CH:9][C:8]2[NH:7][C:6]3[CH:11]([CH2:14][C:15]([O:17][CH2:18][CH3:19])=[O:16])[CH2:12][CH2:13][C:5]=3[C:4]=2[CH:3]=1.ClC[C:22]1[CH:27]=[CH:26][C:25]([CH:28]2[CH2:32][CH2:31][CH2:30][CH2:29]2)=[C:24]([C:33]([F:36])([F:35])[F:34])[CH:23]=1.[C:37](=O)([O-])[O-].[Cs+].[Cs+]. Product: [CH:28]1([CH:25]([O:1][C:2]2[CH:10]=[CH:9][C:8]3[NH:7][C:6]4[CH:11]([CH2:14][C:15]([O:17][CH2:18][CH3:19])=[O:16])[CH2:12][CH2:13][C:5]=4[C:4]=3[CH:3]=2)[C:26]2[CH:27]=[CH:22][CH:23]=[C:24]([C:33]([F:34])([F:35])[F:36])[CH:37]=2)[CH2:29][CH2:30][CH2:31][CH2:32]1. The catalyst class is: 3. (2) Reactant: [CH2:1]([O:3][C:4]([C:6]1[S:10][C:9]([NH2:11])=[N:8][C:7]=1[C:12]([F:15])([F:14])[F:13])=[O:5])[CH3:2].[CH3:16][C:17]([O:20][C:21](O[C:21]([O:20][C:17]([CH3:19])([CH3:18])[CH3:16])=[O:22])=[O:22])([CH3:19])[CH3:18]. Product: [CH2:1]([O:3][C:4]([C:6]1[S:10][C:9]([NH:11][C:21]([O:20][C:17]([CH3:19])([CH3:18])[CH3:16])=[O:22])=[N:8][C:7]=1[C:12]([F:14])([F:15])[F:13])=[O:5])[CH3:2]. The catalyst class is: 230. (3) Reactant: [Cl:1][C:2]1[C:3]([O:25][CH2:26][CH2:27][O:28][CH3:29])=[CH:4][C:5]2[CH2:14][CH:13]([CH:15]([CH3:17])[CH3:16])[N:12]3[C:7](=[CH:8][C:9](=[O:23])[C:10]([C:18]([O:20]CC)=[O:19])=[CH:11]3)[C:6]=2[CH:24]=1.O.[OH-].[Li+].Cl. Product: [Cl:1][C:2]1[C:3]([O:25][CH2:26][CH2:27][O:28][CH3:29])=[CH:4][C:5]2[CH2:14][CH:13]([CH:15]([CH3:17])[CH3:16])[N:12]3[C:7](=[CH:8][C:9](=[O:23])[C:10]([C:18]([OH:20])=[O:19])=[CH:11]3)[C:6]=2[CH:24]=1. The catalyst class is: 24. (4) Reactant: [C:1]([NH:8][C@@H:9]([C:20]([OH:22])=O)[CH2:10][C:11]1[C:19]2[C:14](=[CH:15][CH:16]=[CH:17][CH:18]=2)[NH:13][CH:12]=1)([O:3][C:4]([CH3:7])([CH3:6])[CH3:5])=[O:2].C1C=C2[N:29]=NN(O)C2=CC=1.O.C(Cl)CCl.[NH4+].[OH-]. The catalyst class is: 173. Product: [NH2:29][C:20](=[O:22])[C@H:9]([NH:8][C:1](=[O:2])[O:3][C:4]([CH3:5])([CH3:6])[CH3:7])[CH2:10][C:11]1[C:19]2[C:14](=[CH:15][CH:16]=[CH:17][CH:18]=2)[NH:13][CH:12]=1. (5) Reactant: [NH2:1][C:2]1[CH:3]=[C:4]2[C:9](=[CH:10][CH:11]=1)[N:8]([CH2:12][CH3:13])[C:7](=[O:14])[N:6]([CH2:15][CH:16]1[CH2:19][O:18][CH2:17]1)[C:5]2=[O:20].[Cl:21][C:22]1[CH:23]=[C:24]([NH:30][C:31]([CH2:33][CH:34]([CH3:39])[CH2:35][C:36](O)=[O:37])=[O:32])[CH:25]=[CH:26][C:27]=1[C:28]#[N:29].CCN(C(C)C)C(C)C.C(P1(=O)OP(CCC)(=O)OP(CCC)(=O)O1)CC. Product: [Cl:21][C:22]1[CH:23]=[C:24]([NH:30][C:31](=[O:32])[CH2:33][CH:34]([CH3:39])[CH2:35][C:36]([NH:1][C:2]2[CH:3]=[C:4]3[C:9](=[CH:10][CH:11]=2)[N:8]([CH2:12][CH3:13])[C:7](=[O:14])[N:6]([CH2:15][CH:16]2[CH2:17][O:18][CH2:19]2)[C:5]3=[O:20])=[O:37])[CH:25]=[CH:26][C:27]=1[C:28]#[N:29]. The catalyst class is: 84. (6) Reactant: Br[C:2]1[S:10][C:9]2[C:4](=[N:5][CH:6]=[CH:7][C:8]=2[O:11][C:12]2[CH:17]=[CH:16][C:15]([N+:18]([O-:20])=[O:19])=[CH:14][C:13]=2[F:21])[CH:3]=1.[OH:22][CH2:23][C:24]1[CH:29]=[CH:28][C:27](B(O)O)=[CH:26][CH:25]=1.C([O-])(O)=O.[Na+].[F-].[Cs+]. Product: [F:21][C:13]1[CH:14]=[C:15]([N+:18]([O-:20])=[O:19])[CH:16]=[CH:17][C:12]=1[O:11][C:8]1[CH:7]=[CH:6][N:5]=[C:4]2[CH:3]=[C:2]([C:27]3[CH:28]=[CH:29][C:24]([CH2:23][OH:22])=[CH:25][CH:26]=3)[S:10][C:9]=12. The catalyst class is: 149.